This data is from Full USPTO retrosynthesis dataset with 1.9M reactions from patents (1976-2016). The task is: Predict the reactants needed to synthesize the given product. (1) Given the product [CH3:32][S:29]([C:26]1[CH:27]=[CH:28][C:22]2[O:21][C:20]([C:17]3[CH:16]=[CH:15][C:14]([CH:11]4[CH2:12][CH2:13][N:8]([C:46]([O:48][C:49]([CH3:50])([CH3:51])[CH3:52])=[O:47])[CH2:9][CH2:10]4)=[CH:19][N:18]=3)=[CH:24][C:23]=2[CH:25]=1)(=[O:30])=[O:31], predict the reactants needed to synthesize it. The reactants are: C([N:8]1[CH2:13][CH2:12][CH:11]([C:14]2[CH:15]=[CH:16][C:17]([C:20]3[O:21][C:22]4[CH:28]=[CH:27][C:26]([S:29]([CH3:32])(=[O:31])=[O:30])=[CH:25][C:23]=4[CH:24]=3)=[N:18][CH:19]=2)[CH2:10][CH2:9]1)C1C=CC=CC=1.O1CCCC1.[C:46](O[C:46]([O:48][C:49]([CH3:52])([CH3:51])[CH3:50])=[O:47])([O:48][C:49]([CH3:52])([CH3:51])[CH3:50])=[O:47].C(N(CC)CC)C. (2) Given the product [CH2:1]([C:3]1[CH:8]=[CH:7][C:6]([CH2:9][C:10]2[C:11]([O:16][C@@H:17]3[O:34][C@H:33]([CH2:35][OH:36])[C@@H:28]([OH:29])[C@H:23]([OH:24])[C@H:18]3[OH:19])=[N:12][N:13]([CH2:48][CH2:47][CH2:46][OH:53])[C:14]=2[CH3:15])=[CH:5][CH:4]=1)[CH3:2], predict the reactants needed to synthesize it. The reactants are: [CH2:1]([C:3]1[CH:8]=[CH:7][C:6]([CH2:9][C:10]2[C:11]([O:16][C@@H:17]3[O:34][C@H:33]([CH2:35][O:36]C(=O)C)[C@@H:28]([O:29]C(=O)C)[C@H:23]([O:24]C(=O)C)[C@H:18]3[O:19]C(=O)C)=[N:12][NH:13][C:14]=2[CH3:15])=[CH:5][CH:4]=1)[CH3:2].C(=O)([O-])[O-].[Cs+].[Cs+].[CH2:46]([O:53]CCCBr)[C:47]1C=CC=C[CH:48]=1.[OH-].[Na+].